From a dataset of Reaction yield outcomes from USPTO patents with 853,638 reactions. Predict the reaction yield, written as a fraction of the theoretical maximum amount of product (1.0 means a 100% yield; for example, 0.34 means a 34% yield). (1) The reactants are [CH3:58][O:57][C:55](=[O:56])[NH:54][CH:47]([C:46](N1CCCC1C1NC(C2C=CC(C3C=CC(C4NC(C5CCCN5[C:46](=[O:59])[CH:47]([NH:54][C:55]([O:57][CH3:58])=[O:56])[CH2:48][CH2:49]C(F)(F)F)=NC=4)=CC=3)=CC=2)=CN=1)=[O:59])[CH2:48][CH2:49]C(F)(F)F.[CH3:61][O:62][C:63](=[O:108])[NH:64][CH:65]([C:74]([N:76]1[CH2:80][CH2:79][CH2:78][CH:77]1[C:81]1[NH:82][C:83]([C:86]2[CH:91]=[CH:90][C:89]([C:92]3[CH:97]=[CH:96][C:95]([C:98]4[NH:99][C:100]([CH:103]5[CH2:107][CH2:106][CH2:105][NH:104]5)=[N:101][CH:102]=4)=[CH:94][CH:93]=3)=[CH:88][CH:87]=2)=[CH:84][N:85]=1)=[O:75])[CH2:66][CH2:67][O:68][CH2:69][C:70]([F:73])([F:72])[F:71]. No catalyst specified. The product is [CH3:58][O:57][C:55](=[O:56])[NH:54][CH:47]([C:46]([N:104]1[CH2:105][CH2:106][CH2:107][CH:103]1[C:100]1[NH:99][C:98]([C:95]2[CH:96]=[CH:97][C:92]([C:89]3[CH:90]=[CH:91][C:86]([C:83]4[NH:82][C:81]([CH:77]5[CH2:78][CH2:79][CH2:80][N:76]5[C:74](=[O:75])[CH:65]([NH:64][C:63]([O:62][CH3:61])=[O:108])[CH2:66][CH2:67][O:68][CH2:69][C:70]([F:73])([F:71])[F:72])=[N:85][CH:84]=4)=[CH:87][CH:88]=3)=[CH:93][CH:94]=2)=[CH:102][N:101]=1)=[O:59])[CH2:48][CH2:49][O:68][CH2:69][C:70]([F:73])([F:72])[F:71]. The yield is 0.270. (2) The reactants are [Cl:1][C:2]1[CH:16]=[CH:15][C:5]([CH2:6][N:7]2[CH:12]=[C:11](Br)[CH:10]=[CH:9][C:8]2=[O:14])=[CH:4][CH:3]=1.[OH:17][CH2:18][CH2:19][CH2:20][C:21]1[CH:26]=[CH:25][C:24](B(O)O)=[CH:23][CH:22]=1. The catalyst is O1CCOCC1.CCOC(C)=O.C1C=CC([P]([Pd]([P](C2C=CC=CC=2)(C2C=CC=CC=2)C2C=CC=CC=2)([P](C2C=CC=CC=2)(C2C=CC=CC=2)C2C=CC=CC=2)[P](C2C=CC=CC=2)(C2C=CC=CC=2)C2C=CC=CC=2)(C2C=CC=CC=2)C2C=CC=CC=2)=CC=1. The product is [Cl:1][C:2]1[CH:16]=[CH:15][C:5]([CH2:6][N:7]2[CH:12]=[C:11]([C:24]3[CH:25]=[CH:26][C:21]([CH2:20][CH2:19][CH2:18][OH:17])=[CH:22][CH:23]=3)[CH:10]=[CH:9][C:8]2=[O:14])=[CH:4][CH:3]=1. The yield is 0.660. (3) The reactants are O[CH2:2][C:3]1[O:4][C:5]2[CH:12]=[CH:11][C:10]([C:13]#[N:14])=[C:9]([O:15][CH3:16])[C:6]=2[C:7]=1[CH3:8].P(Br)(Br)[Br:18]. The catalyst is ClCCl.N1C=CC=CC=1. The product is [Br:18][CH2:2][C:3]1[O:4][C:5]2[CH:12]=[CH:11][C:10]([C:13]#[N:14])=[C:9]([O:15][CH3:16])[C:6]=2[C:7]=1[CH3:8]. The yield is 0.950. (4) The reactants are [F:1][C:2]1[CH:3]=[C:4]([CH:16]=[C:17]([F:19])[CH:18]=1)[CH2:5][N:6]1[C:14]2[C:9](=[CH:10][CH:11]=[C:12]([NH2:15])[CH:13]=2)[CH:8]=[CH:7]1.[N+:20]([C:23]1[CH:28]=[CH:27][CH:26]=[CH:25][C:24]=1[S:29]Cl)([O-:22])=[O:21]. The catalyst is C(Cl)Cl. The yield is 0.280. The product is [F:1][C:2]1[CH:3]=[C:4]([CH:16]=[C:17]([F:19])[CH:18]=1)[CH2:5][N:6]1[C:14]2[C:9](=[CH:10][CH:11]=[C:12]([NH2:15])[CH:13]=2)[C:8]([S:29][C:24]2[CH:25]=[CH:26][CH:27]=[CH:28][C:23]=2[N+:20]([O-:22])=[O:21])=[CH:7]1.